From a dataset of Catalyst prediction with 721,799 reactions and 888 catalyst types from USPTO. Predict which catalyst facilitates the given reaction. (1) Reactant: [F:1][CH:2]([F:18])[O:3][C:4]1[CH:5]=[CH:6][C:7]([C:10]([F:17])([F:16])[C:11](OCC)=[O:12])=[N:8][CH:9]=1.[BH4-].[Na+]. Product: [F:18][CH:2]([F:1])[O:3][C:4]1[CH:5]=[CH:6][C:7]([C:10]([F:17])([F:16])[CH2:11][OH:12])=[N:8][CH:9]=1. The catalyst class is: 8. (2) Reactant: [C:1]1([CH2:7][NH:8][C:9]2[S:13][C:12]([C:14]([NH:16][NH2:17])=[O:15])=[CH:11][CH:10]=2)[CH:6]=[CH:5][CH:4]=[CH:3][CH:2]=1.[NH:18]([C:27]([O:29][CH2:30][C:31]1[CH:36]=[CH:35][CH:34]=[CH:33][CH:32]=1)=[O:28])[C@H:19]([C:24](O)=[O:25])[CH2:20][CH:21]([CH3:23])[CH3:22].C(Cl)CCl.C1C=CC2N(O)N=NC=2C=1. Product: [CH3:22][CH:21]([CH3:23])[CH2:20][C@H:19]([NH:18][C:27]([O:29][CH2:30][C:31]1[CH:36]=[CH:35][CH:34]=[CH:33][CH:32]=1)=[O:28])[C:24]([NH:17][NH:16][C:14]([C:12]1[S:13][C:9]([NH:8][CH2:7][C:1]2[CH:2]=[CH:3][CH:4]=[CH:5][CH:6]=2)=[CH:10][CH:11]=1)=[O:15])=[O:25]. The catalyst class is: 3. (3) Reactant: [O:1]1[CH:5]=[CH:4][CH:3]=[C:2]1[C:6]1[C:14]2[C:9](=[CH:10][CH:11]=[C:12]([C:15]#[N:16])[CH:13]=2)[N:8](C2CCCCO2)[N:7]=1.[N:23]([Sn](CCCC)(CCCC)CCCC)=[N+:24]=[N-:25].Cl. Product: [N:23]1[NH:24][N:25]=[N:16][C:15]=1[C:12]1[CH:13]=[C:14]2[C:9](=[CH:10][CH:11]=1)[NH:8][N:7]=[C:6]2[C:2]1[O:1][CH:5]=[CH:4][CH:3]=1. The catalyst class is: 857. (4) Reactant: [CH3:1][O:2][C:3](=[O:29])/[CH:4]=[CH:5]/[C:6]1[CH:7]=[C:8]2[C:25](=[CH:26][CH:27]=1)[O:24][C:11]1([CH2:16][CH2:15][CH2:14][N:13](C(OC(C)(C)C)=O)[CH2:12]1)[CH2:10][C:9]2=[O:28].[ClH:30]. Product: [ClH:30].[CH3:1][O:2][C:3](=[O:29])/[CH:4]=[CH:5]/[C:6]1[CH:7]=[C:8]2[C:25](=[CH:26][CH:27]=1)[O:24][C:11]1([CH2:16][CH2:15][CH2:14][NH:13][CH2:12]1)[CH2:10][C:9]2=[O:28]. The catalyst class is: 135.